This data is from Catalyst prediction with 721,799 reactions and 888 catalyst types from USPTO. The task is: Predict which catalyst facilitates the given reaction. (1) Reactant: [H-].[Na+].[F:3][C:4]1[CH:9]=[C:8]([F:10])[CH:7]=[CH:6][C:5]=1[C:11]1[C:20]2[C:15](=[CH:16][C:17]([OH:21])=[CH:18][CH:19]=2)[CH:14]=[C:13]([NH:22][C:23]2[CH:27]=[C:26]([CH3:28])[NH:25][N:24]=2)[N:12]=1.Br[CH2:30][CH2:31][O:32][CH3:33]. Product: [F:3][C:4]1[CH:9]=[C:8]([F:10])[CH:7]=[CH:6][C:5]=1[C:11]1[C:20]2[C:15](=[CH:16][C:17]([O:21][CH2:30][CH2:31][O:32][CH3:33])=[CH:18][CH:19]=2)[CH:14]=[C:13]([NH:22][C:23]2[CH:27]=[C:26]([CH3:28])[NH:25][N:24]=2)[N:12]=1. The catalyst class is: 405. (2) Reactant: [CH3:1][O:2][C:3]1[CH:54]=[CH:53][C:6]2[N:7]=[C:8]([S:10]([C:13]3[CH:35]=[CH:34][C:16]([O:17][CH2:18][C:19]([O:21][CH2:22][CH2:23][S:24]([C:27]4[CH:32]=[CH:31][C:30]([CH3:33])=[CH:29][CH:28]=4)(=[O:26])=[O:25])=[O:20])=[C:15]([O:36][CH2:37][C:38]([O:40][CH2:41][CH2:42][S:43]([C:46]4[CH:51]=[CH:50][C:49]([CH3:52])=[CH:48][CH:47]=4)(=[O:45])=[O:44])=[O:39])[CH:14]=3)(=[O:12])=[O:11])[NH:9][C:5]=2[C:4]=1[S:55][CH2:56][C:57]1[C:62]([CH3:63])=[C:61]([O:64][CH3:65])[C:60]([CH3:66])=[CH:59][N:58]=1.ClC1C=C(C=CC=1)C(OO)=[O:72].S(S([O-])=O)([O-])(=O)=O.[Na+].[Na+].C(OCC)(=O)C. Product: [CH3:1][O:2][C:3]1[CH:54]=[CH:53][C:6]2[N:7]=[C:8]([S:10]([C:13]3[CH:35]=[CH:34][C:16]([O:17][CH2:18][C:19]([O:21][CH2:22][CH2:23][S:24]([C:27]4[CH:28]=[CH:29][C:30]([CH3:33])=[CH:31][CH:32]=4)(=[O:25])=[O:26])=[O:20])=[C:15]([O:36][CH2:37][C:38]([O:40][CH2:41][CH2:42][S:43]([C:46]4[CH:51]=[CH:50][C:49]([CH3:52])=[CH:48][CH:47]=4)(=[O:44])=[O:45])=[O:39])[CH:14]=3)(=[O:12])=[O:11])[NH:9][C:5]=2[C:4]=1[S:55]([CH2:56][C:57]1[C:62]([CH3:63])=[C:61]([O:64][CH3:65])[C:60]([CH3:66])=[CH:59][N:58]=1)=[O:72]. The catalyst class is: 7. (3) Reactant: C([O:3][C:4]([C:6]1[C:7]([CH3:30])=[C:8]([C:23]([O:25][C:26]([CH3:29])([CH3:28])[CH3:27])=[O:24])[NH:9][C:10]=1[CH2:11][CH2:12][CH2:13][NH:14][CH2:15][CH2:16][N:17]1[CH2:22][CH2:21][O:20][CH2:19][CH2:18]1)=O)C.C[Al](C)C. Product: [C:26]([O:25][C:23]([C:8]1[NH:9][C:10]2[CH2:11][CH2:12][CH2:13][N:14]([CH2:15][CH2:16][N:17]3[CH2:22][CH2:21][O:20][CH2:19][CH2:18]3)[C:4](=[O:3])[C:6]=2[C:7]=1[CH3:30])=[O:24])([CH3:29])([CH3:28])[CH3:27]. The catalyst class is: 11. (4) Reactant: [N:1]([C:4]1[C:13]2[N:14]=[C:15]([N:22]([CH3:26])[CH2:23][CH2:24][CH3:25])[N:16]([CH2:17][C:18]([CH3:21])([OH:20])[CH3:19])[C:12]=2[C:11]2[CH:10]=[CH:9][CH:8]=[CH:7][C:6]=2[N:5]=1)=[N+]=[N-].P(CC)(CC)CC. Product: [NH2:1][C:4]1[C:13]2[N:14]=[C:15]([N:22]([CH3:26])[CH2:23][CH2:24][CH3:25])[N:16]([CH2:17][C:18]([CH3:19])([OH:20])[CH3:21])[C:12]=2[C:11]2[CH:10]=[CH:9][CH:8]=[CH:7][C:6]=2[N:5]=1. The catalyst class is: 12. (5) Reactant: [CH2:1]([N:8]1[C:16]2[CH:15]=[CH:14][CH:13]=[C:12]([OH:17])[C:11]=2[CH:10]=[C:9]1[CH3:18])[C:2]1[CH:7]=[CH:6][CH:5]=[CH:4][CH:3]=1.[H-].[Na+].[CH2:21]([O:23][C:24](=[O:28])[CH:25]([F:27])Br)[CH3:22]. Product: [CH2:21]([O:23][C:24](=[O:28])[CH:25]([O:17][C:12]1[CH:13]=[CH:14][CH:15]=[C:16]2[C:11]=1[CH:10]=[C:9]([CH3:18])[N:8]2[CH2:1][C:2]1[CH:3]=[CH:4][CH:5]=[CH:6][CH:7]=1)[F:27])[CH3:22]. The catalyst class is: 42. (6) Reactant: Cl.Cl.[Br:3][C:4]1[C:5]([NH:17][CH3:18])=[C:6]([C:14]([NH2:16])=[O:15])[S:7][C:8]=1[C:9]1[CH:10]=[N:11][NH:12][CH:13]=1.C([O-])(O)=O.[Na+].[C:24]1(=O)[CH2:28][CH2:27][CH2:26][CH2:25]1.CC1C=CC(S(O)(=O)=O)=CC=1.[O-]S([O-])(=O)=O.[Mg+2]. Product: [Br:3][C:4]1[C:5]2[N:17]([CH3:18])[C:24]3([CH2:28][CH2:27][CH2:26][CH2:25]3)[NH:16][C:14](=[O:15])[C:6]=2[S:7][C:8]=1[C:9]1[CH:10]=[N:11][NH:12][CH:13]=1. The catalyst class is: 31. (7) Reactant: [CH2:1]([N:3]1[CH:8]=[CH:7][N:6]=[C:5](O)[C:4]1=[O:10])[CH3:2].P(Br)(Br)([Br:13])=O.C(=O)([O-])[O-].[Na+].[Na+].O. Product: [Br:13][C:5]1[C:4](=[O:10])[N:3]([CH2:1][CH3:2])[CH:8]=[CH:7][N:6]=1. The catalyst class is: 68. (8) Reactant: [OH:1][CH2:2][C:3]([NH:24][C:25](=[O:27])[CH3:26])([CH2:22][OH:23])[CH2:4][C:5]1[C:13]2[C:8](=[CH:9][C:10]([CH2:14][CH2:15][CH2:16][CH2:17][CH2:18][CH2:19][CH2:20][CH3:21])=[CH:11][CH:12]=2)[CH2:7][CH:6]=1.[Li+].[OH-]. Product: [OH:23][CH2:22][C:3]([NH:24][C:25](=[O:27])[CH3:26])([CH2:2][OH:1])[CH2:4][CH:5]1[C:13]2[C:8](=[CH:9][C:10]([CH2:14][CH2:15][CH2:16][CH2:17][CH2:18][CH2:19][CH2:20][CH3:21])=[CH:11][CH:12]=2)[CH2:7][CH2:6]1. The catalyst class is: 275.